From a dataset of Full USPTO retrosynthesis dataset with 1.9M reactions from patents (1976-2016). Predict the reactants needed to synthesize the given product. Given the product [Br:41][C:42]1[CH:47]=[CH:46][C:45]([S:48]([N:15]2[CH2:24][CH2:23][C:22]3[C@:17]([CH2:35][O:36][CH2:37][CH:38]4[CH2:39][CH2:40]4)([CH2:18][C:19]4[CH:27]=[N:26][N:25]([C:28]5[CH:29]=[CH:30][C:31]([F:34])=[CH:32][CH:33]=5)[C:20]=4[CH:21]=3)[CH2:16]2)(=[O:50])=[O:49])=[CH:44][CH:43]=1, predict the reactants needed to synthesize it. The reactants are: FC(F)(F)C(O)=O.C(OC([N:15]1[CH2:24][CH2:23][C:22]2[C@:17]([CH2:35][O:36][CH2:37][CH:38]3[CH2:40][CH2:39]3)([CH2:18][C:19]3[CH:27]=[N:26][N:25]([C:28]4[CH:33]=[CH:32][C:31]([F:34])=[CH:30][CH:29]=4)[C:20]=3[CH:21]=2)[CH2:16]1)=O)(C)(C)C.[Br:41][C:42]1[CH:47]=[CH:46][C:45]([S:48](Cl)(=[O:50])=[O:49])=[CH:44][CH:43]=1.C(N(C(C)C)CC)(C)C.